This data is from Catalyst prediction with 721,799 reactions and 888 catalyst types from USPTO. The task is: Predict which catalyst facilitates the given reaction. Reactant: Cl[C:2]1[N:7]=[C:6]([NH:8][C:9]2[S:10][C:11]([C:14]3[CH:15]=[N:16][C:17]([CH3:20])=[CH:18][CH:19]=3)=[CH:12][N:13]=2)[CH:5]=[CH:4][CH:3]=1.[NH:21]1[CH2:26][CH2:25][NH:24][CH2:23][CH2:22]1.CCN(C(C)C)C(C)C. Product: [CH3:20][C:17]1[N:16]=[CH:15][C:14]([C:11]2[S:10][C:9]([NH:8][C:6]3[CH:5]=[CH:4][CH:3]=[C:2]([N:21]4[CH2:26][CH2:25][NH:24][CH2:23][CH2:22]4)[N:7]=3)=[N:13][CH:12]=2)=[CH:19][CH:18]=1. The catalyst class is: 51.